Predict the reactants needed to synthesize the given product. From a dataset of Full USPTO retrosynthesis dataset with 1.9M reactions from patents (1976-2016). (1) Given the product [Br:2][C:3]1[CH:4]=[C:5]([Cl:12])[C:6]([CH:9]([NH:10][C:23]([C:22]2[C:21]([Cl:20])=[N:29][CH:28]=[CH:27][C:26]=2[Cl:30])=[O:24])[CH3:11])=[N:7][CH:8]=1, predict the reactants needed to synthesize it. The reactants are: Cl.[Br:2][C:3]1[CH:4]=[C:5]([Cl:12])[C:6]([CH:9]([CH3:11])[NH2:10])=[N:7][CH:8]=1.C(N(CC)CC)C.[Cl:20][C:21]1[N:29]=[CH:28][CH:27]=[C:26]([Cl:30])[C:22]=1[C:23](Cl)=[O:24]. (2) Given the product [Cl:1][C:2]1[CH:7]=[C:6]2[N:8]([C:47]([O:49][CH:50]([CH3:52])[CH3:51])=[O:48])[C:9](=[O:45])[C:10]3([CH:15]([C:16]4[CH:21]=[C:20]([Cl:22])[CH:19]=[CH:18][C:17]=4[O:23][C:24]([CH2:34][CH3:35])([C:27]([NH:29][S:30]([CH3:33])(=[O:32])=[O:31])=[O:28])[CH2:25][CH3:26])[CH2:14][C:13](=[O:36])[NH:12][CH:11]3[C:37]3[CH:42]=[C:41]([F:43])[CH:40]=[CH:39][C:38]=3[CH3:44])[C:5]2=[CH:4][CH:3]=1, predict the reactants needed to synthesize it. The reactants are: [Cl:1][C:2]1[CH:7]=[C:6]2[NH:8][C:9](=[O:45])[C:10]3([CH:15]([C:16]4[CH:21]=[C:20]([Cl:22])[CH:19]=[CH:18][C:17]=4[O:23][C:24]([CH2:34][CH3:35])([C:27]([NH:29][S:30]([CH3:33])(=[O:32])=[O:31])=[O:28])[CH2:25][CH3:26])[CH2:14][C:13](=[O:36])[NH:12][CH:11]3[C:37]3[CH:42]=[C:41]([F:43])[CH:40]=[CH:39][C:38]=3[CH3:44])[C:5]2=[CH:4][CH:3]=1.Cl[C:47]([O:49][CH:50]([CH3:52])[CH3:51])=[O:48]. (3) Given the product [N:1]1([CH2:5][CH2:6][C:7]2[NH:8][C:9]([C:13]3[CH:14]=[C:15]([CH:19]=[CH:20][C:21]=3[CH3:22])[C:16]([N:43]3[CH2:46][CH:45]([C:47]4[CH:54]=[CH:53][C:50]([C:51]#[N:52])=[CH:49][CH:48]=4)[CH2:44]3)=[O:18])=[C:10]([Cl:12])[N:11]=2)[CH2:2][CH2:3][CH2:4]1, predict the reactants needed to synthesize it. The reactants are: [N:1]1([CH2:5][CH2:6][C:7]2[NH:8][C:9]([C:13]3[CH:14]=[C:15]([CH:19]=[CH:20][C:21]=3[CH3:22])[C:16]([OH:18])=O)=[C:10]([Cl:12])[N:11]=2)[CH2:4][CH2:3][CH2:2]1.ClC1N=C(COC)NC=1C1C=C(C=CC=1C)C(O)=O.Cl.[NH:43]1[CH2:46][CH:45]([C:47]2[CH:54]=[CH:53][C:50]([C:51]#[N:52])=[CH:49][CH:48]=2)[CH2:44]1.Cl.N1CCC(C2C=CC(C#N)=CC=2)CC1. (4) Given the product [CH2:1]([O:3][C:4]([C:6]1[C:7]([N:13]2[CH2:17][CH2:16][CH2:15][CH2:14]2)=[N:8][O:9][C:10]=1[CH3:11])=[O:5])[CH3:2], predict the reactants needed to synthesize it. The reactants are: [CH2:1]([O:3][C:4]([C:6]1[C:7](Br)=[N:8][O:9][C:10]=1[CH3:11])=[O:5])[CH3:2].[NH:13]1[CH2:17][CH2:16][CH2:15][CH2:14]1.CCN(P1(N(C)CCCN1C)=NC(C)(C)C)CC.